Dataset: Forward reaction prediction with 1.9M reactions from USPTO patents (1976-2016). Task: Predict the product of the given reaction. Given the reactants Cl[C:2](Cl)([O:4]C(=O)OC(Cl)(Cl)Cl)Cl.[F:13][C:14]([F:22])([F:21])[CH:15]([OH:20])[C:16]([F:19])([F:18])[F:17].CCN(C(C)C)C(C)C.[Cl:32][C:33]1[CH:34]=[CH:35][C:36]([CH2:48][N:49]2[CH2:54][CH2:53][NH:52][CH2:51][CH2:50]2)=[C:37]([N:39]2[CH2:44][CH2:43][CH:42]([C:45]([OH:47])=[O:46])[CH2:41][CH2:40]2)[CH:38]=1, predict the reaction product. The product is: [Cl:32][C:33]1[CH:34]=[CH:35][C:36]([CH2:48][N:49]2[CH2:50][CH2:51][N:52]([C:2]([O:20][CH:15]([C:16]([F:19])([F:18])[F:17])[C:14]([F:22])([F:21])[F:13])=[O:4])[CH2:53][CH2:54]2)=[C:37]([N:39]2[CH2:44][CH2:43][CH:42]([C:45]([OH:47])=[O:46])[CH2:41][CH2:40]2)[CH:38]=1.